From a dataset of TCR-epitope binding with 47,182 pairs between 192 epitopes and 23,139 TCRs. Binary Classification. Given a T-cell receptor sequence (or CDR3 region) and an epitope sequence, predict whether binding occurs between them. The epitope is HTTDPSFLGRY. The TCR CDR3 sequence is CASSPGDFTGELFF. Result: 1 (the TCR binds to the epitope).